This data is from Catalyst prediction with 721,799 reactions and 888 catalyst types from USPTO. The task is: Predict which catalyst facilitates the given reaction. Reactant: C(OC(=O)[NH:7][C:8]1[CH:13]=[CH:12][CH:11]=[C:10]([C:14]2([OH:18])[CH2:17][O:16][CH2:15]2)[CH:9]=1)(C)(C)C.OP(O)(O)=O.[OH-].[Na+].C([O-])(O)=O.[Na+]. Product: [NH2:7][C:8]1[CH:9]=[C:10]([C:14]2([OH:18])[CH2:17][O:16][CH2:15]2)[CH:11]=[CH:12][CH:13]=1. The catalyst class is: 34.